This data is from hERG Central: cardiac toxicity at 1µM, 10µM, and general inhibition. The task is: Predict hERG channel inhibition at various concentrations. (1) The molecule is Cc1ccc(C2CC(c3ccc(NS(C)(=O)=O)cc3)=NN2C(=O)c2ccco2)cc1. Results: hERG_inhib (hERG inhibition (general)): blocker. (2) The molecule is COc1ccc(C(=O)NCCCc2nc3ccccc3n2Cc2ccccc2C)cc1OC. Results: hERG_inhib (hERG inhibition (general)): blocker. (3) The molecule is CCCc1cc(=O)oc2c(C)c(OCC(=O)Nc3cccnc3)ccc12. Results: hERG_inhib (hERG inhibition (general)): blocker. (4) The molecule is O=C(c1ccccc1)c1c2c(cc3sc4ccccc4[n+]13)-c1cccc3cccc-2c13.[Br-]. Results: hERG_inhib (hERG inhibition (general)): blocker. (5) The molecule is C=CCN(CC=C)C(=O)C1CCN(S(=O)(=O)c2ccc(-n3cnnn3)cc2)CC1. Results: hERG_inhib (hERG inhibition (general)): blocker. (6) The molecule is O=C(c1ccco1)N1CCN(C(c2ccccc2F)c2nnnn2Cc2cccs2)CC1. Results: hERG_inhib (hERG inhibition (general)): blocker.